Task: Predict which catalyst facilitates the given reaction.. Dataset: Catalyst prediction with 721,799 reactions and 888 catalyst types from USPTO Reactant: [CH3:1][O:2][C:3](=[O:22])[CH:4]([N:6]1[CH2:11][CH2:10][N:9]([C:12]2[CH:17]=[CH:16][C:15]([C:18]([F:21])([F:20])[F:19])=[CH:14][N:13]=2)[CH2:8][CH2:7]1)[CH3:5].[CH:23](NC(C)C)(C)C.[Li].CI. Product: [CH3:1][O:2][C:3](=[O:22])[C:4]([CH3:23])([N:6]1[CH2:7][CH2:8][N:9]([C:12]2[CH:17]=[CH:16][C:15]([C:18]([F:20])([F:21])[F:19])=[CH:14][N:13]=2)[CH2:10][CH2:11]1)[CH3:5]. The catalyst class is: 1.